From a dataset of Full USPTO retrosynthesis dataset with 1.9M reactions from patents (1976-2016). Predict the reactants needed to synthesize the given product. (1) Given the product [Cl:19][C:17]1[CH:18]=[C:13]([NH:11][C:9]2[CH:10]=[C:4]3[CH2:3][N:2]([CH3:1])[CH2:7][CH2:6][N:5]3[N:8]=2)[C:14](=[O:20])[NH:15][N:16]=1, predict the reactants needed to synthesize it. The reactants are: [CH3:1][N:2]1[CH2:7][CH2:6][N:5]2[N:8]=[C:9]([NH2:11])[CH:10]=[C:4]2[CH2:3]1.Br[C:13]1[C:14](=[O:20])[NH:15][N:16]=[C:17]([Cl:19])[CH:18]=1.[Li+].C[Si]([N-][Si](C)(C)C)(C)C.CC1(C)C2C(=C(P(C3C=CC=CC=3)C3C=CC=CC=3)C=CC=2)OC2C(P(C3C=CC=CC=3)C3C=CC=CC=3)=CC=CC1=2.Cl. (2) Given the product [CH3:1][C:2]1[N:7]=[CH:6][C:5]([O:8][C:9]2[CH:14]=[CH:13][C:12]([NH:15][C:18]3[C:27]4[C:22](=[CH:23][CH:24]=[C:25]([I:28])[CH:26]=4)[N:21]=[CH:20][N:19]=3)=[CH:11][C:10]=2[CH3:16])=[CH:4][CH:3]=1, predict the reactants needed to synthesize it. The reactants are: [CH3:1][C:2]1[N:7]=[CH:6][C:5]([O:8][C:9]2[CH:14]=[CH:13][C:12]([NH2:15])=[CH:11][C:10]=2[CH3:16])=[CH:4][CH:3]=1.Cl[C:18]1[C:27]2[C:22](=[CH:23][CH:24]=[C:25]([I:28])[CH:26]=2)[N:21]=[CH:20][N:19]=1. (3) Given the product [NH2:1][CH:4]([C:6]1[N:7]=[C:8]2[S:20][CH:19]=[C:18]([CH3:21])[N:9]2[C:10](=[O:17])[C:11]=1[C:12]1[N:13]=[CH:14][S:15][CH:16]=1)[CH3:5], predict the reactants needed to synthesize it. The reactants are: [N:1]([CH:4]([C:6]1[N:7]=[C:8]2[S:20][CH:19]=[C:18]([CH3:21])[N:9]2[C:10](=[O:17])[C:11]=1[C:12]1[N:13]=[CH:14][S:15][CH:16]=1)[CH3:5])=[N+]=[N-].CP(C)C.C(OCC)(=O)C. (4) Given the product [CH3:35][C:36]1([CH3:50])[O:40][C@@H:39]([CH2:41][O:42][C:43]2[CH:48]=[CH:47][N:46]=[C:45]([NH:49][C:24]([N:14]3[C@@H:15]4[CH2:19][N:18]([CH2:17][CH2:16]4)[C:12]4[CH:11]=[CH:10][C:9]([C:5]5[CH:6]=[CH:7][CH:8]=[C:3]([C:2]([F:21])([F:1])[F:22])[CH:4]=5)=[N:20][C:13]3=4)=[O:26])[CH:44]=2)[CH2:38][O:37]1, predict the reactants needed to synthesize it. The reactants are: [F:1][C:2]([F:22])([F:21])[C:3]1[CH:4]=[C:5]([C:9]2[CH:10]=[CH:11][C:12]3[N:18]4[CH2:19][C@@H:15]([CH2:16][CH2:17]4)[NH:14][C:13]=3[N:20]=2)[CH:6]=[CH:7][CH:8]=1.Cl[C:24](Cl)([O:26]C(=O)OC(Cl)(Cl)Cl)Cl.[CH3:35][C:36]1([CH3:50])[O:40][C@@H:39]([CH2:41][O:42][C:43]2[CH:48]=[CH:47][N:46]=[C:45]([NH2:49])[CH:44]=2)[CH2:38][O:37]1.O. (5) Given the product [CH3:22][N:10]([C:6]1[CH:7]=[CH:8][CH:9]=[C:4]([CH3:3])[CH:5]=1)[C:11]1[S:12][CH:13]=[C:14]([C:16]2[CH:21]=[CH:20][N:19]=[CH:18][CH:17]=2)[N:15]=1, predict the reactants needed to synthesize it. The reactants are: [H-].[Na+].[CH3:3][C:4]1[CH:5]=[C:6]([NH:10][C:11]2[S:12][CH:13]=[C:14]([C:16]3[CH:21]=[CH:20][N:19]=[CH:18][CH:17]=3)[N:15]=2)[CH:7]=[CH:8][CH:9]=1.[CH3:22]I. (6) Given the product [OH:8][C:9]1[CH:14]=[CH:13][C:12]([CH2:15][CH:16]([O:22][C:23]2[CH:24]=[CH:25][C:26]([CH3:29])=[CH:27][CH:28]=2)[C:17]([O:19][CH2:20][CH3:21])=[O:18])=[CH:11][CH:10]=1, predict the reactants needed to synthesize it. The reactants are: C([O:8][C:9]1[CH:14]=[CH:13][C:12]([CH2:15][CH:16]([O:22][C:23]2[CH:28]=[CH:27][C:26]([CH3:29])=[CH:25][CH:24]=2)[C:17]([O:19][CH2:20][CH3:21])=[O:18])=[CH:11][CH:10]=1)C1C=CC=CC=1. (7) Given the product [I-:23].[CH:18]([C:14]1[C:13]([O:20][CH3:21])=[CH:12][CH:11]=[C:10]2[C:15]=1[CH2:16][CH2:17][N:8]([C:6]([N:1]1[CH:5]=[CH:4][N+:3]([CH3:22])=[CH:2]1)=[O:7])[CH2:9]2)=[O:19], predict the reactants needed to synthesize it. The reactants are: [N:1]1([C:6]([N:8]2[CH2:17][CH2:16][C:15]3[C:14]([CH:18]=[O:19])=[C:13]([O:20][CH3:21])[CH:12]=[CH:11][C:10]=3[CH2:9]2)=[O:7])[CH:5]=[CH:4][N:3]=[CH:2]1.[CH3:22][I:23].